Dataset: Reaction yield outcomes from USPTO patents with 853,638 reactions. Task: Predict the reaction yield, written as a fraction of the theoretical maximum amount of product (1.0 means a 100% yield; for example, 0.34 means a 34% yield). (1) The reactants are [CH3:1][C:2]1([CH3:32])[CH2:11][C:10]2[C:5](=[CH:6][CH:7]=[C:8]([C:12]([O:14]C)=[O:13])[CH:9]=2)[NH:4][CH:3]1[C:16]1[CH:21]=[CH:20][CH:19]=[CH:18][C:17]=1[NH:22][S:23]([C:26]1[CH:31]=[CH:30][CH:29]=[CH:28][CH:27]=1)(=[O:25])=[O:24].[OH-].[Na+]. The catalyst is O1CCCC1. The product is [CH3:1][C:2]1([CH3:32])[CH2:11][C:10]2[C:5](=[CH:6][CH:7]=[C:8]([C:12]([OH:14])=[O:13])[CH:9]=2)[NH:4][CH:3]1[C:16]1[CH:21]=[CH:20][CH:19]=[CH:18][C:17]=1[NH:22][S:23]([C:26]1[CH:31]=[CH:30][CH:29]=[CH:28][CH:27]=1)(=[O:24])=[O:25]. The yield is 0.830. (2) The reactants are [S:1]([N:11]1[C:15]2=[N:16][CH:17]=[C:18]([CH2:20][NH:21][C:22]([C@@H:24]3[CH2:29][CH2:28][CH2:27][N:26]([C:30]([O:32][C:33]([CH3:36])([CH3:35])[CH3:34])=[O:31])[CH2:25]3)=O)[N:19]=[C:14]2[CH:13]=[CH:12]1)([C:4]1[CH:10]=[CH:9][C:7]([CH3:8])=[CH:6][CH:5]=1)(=[O:3])=[O:2].COC1C=CC(P2(SP(C3C=CC(OC)=CC=3)(=S)S2)=[S:46])=CC=1. The catalyst is O1CCOCC1.CCOC(C)=O. The product is [S:1]([N:11]1[C:15]2=[N:16][CH:17]=[C:18]([CH2:20][NH:21][C:22]([C@@H:24]3[CH2:29][CH2:28][CH2:27][N:26]([C:30]([O:32][C:33]([CH3:36])([CH3:35])[CH3:34])=[O:31])[CH2:25]3)=[S:46])[N:19]=[C:14]2[CH:13]=[CH:12]1)([C:4]1[CH:10]=[CH:9][C:7]([CH3:8])=[CH:6][CH:5]=1)(=[O:3])=[O:2]. The yield is 0.740. (3) The reactants are [CH:1]([C:4]1[O:8][N:7]=[C:6]([C@H:9]2[CH2:14][CH2:13][C@H:12]([C:15]([NH:17][CH2:18][CH2:19][NH:20]C(=O)OC(C)(C)C)=[O:16])[CH2:11][CH2:10]2)[N:5]=1)([CH3:3])[CH3:2].[C:28]([OH:34])([C:30]([F:33])([F:32])[F:31])=[O:29]. The catalyst is C(Cl)Cl. The product is [F:31][C:30]([F:33])([F:32])[C:28]([OH:34])=[O:29].[NH2:20][CH2:19][CH2:18][NH:17][C:15]([C@H:12]1[CH2:11][CH2:10][C@H:9]([C:6]2[N:5]=[C:4]([CH:1]([CH3:3])[CH3:2])[O:8][N:7]=2)[CH2:14][CH2:13]1)=[O:16]. The yield is 0.970. (4) The reactants are [CH3:1][C:2]1[CH:11]=[CH:10][C:9]2[C:4](=[CH:5][CH:6]=[CH:7][C:8]=2[N:12]2[CH2:17][CH2:16][N:15]([CH2:18][CH2:19][C:20]3[CH:21]=[C:22]([CH:24]=[CH:25][CH:26]=3)[NH2:23])[CH2:14][CH2:13]2)[N:3]=1.[C:27]1([O:33][CH2:34][C:35](Cl)=[O:36])[CH:32]=[CH:31][CH:30]=[CH:29][CH:28]=1. No catalyst specified. The product is [CH3:1][C:2]1[CH:11]=[CH:10][C:9]2[C:4](=[CH:5][CH:6]=[CH:7][C:8]=2[N:12]2[CH2:13][CH2:14][N:15]([CH2:18][CH2:19][C:20]3[CH:21]=[C:22]([NH:23][C:35](=[O:36])[CH2:34][O:33][C:27]4[CH:32]=[CH:31][CH:30]=[CH:29][CH:28]=4)[CH:24]=[CH:25][CH:26]=3)[CH2:16][CH2:17]2)[N:3]=1. The yield is 0.410. (5) The reactants are N(C(OCC)=O)=NC(OCC)=O.[F:13][C:14]1[C:22]([O:23][C:24]2[C:33]3[C:28](=[CH:29][C:30]([OH:36])=[C:31]([O:34][CH3:35])[CH:32]=3)[N:27]=[N:26][CH:25]=2)=[CH:21][CH:20]=[C:19]2[C:15]=1[CH:16]=[C:17]([CH3:37])[NH:18]2.C1(P(C2C=CC=CC=2)C2C=CC=CC=2)C=CC=CC=1.[CH3:57][S:58]([N:61]1[CH2:66][CH2:65][N:64]([CH2:67][CH2:68][CH2:69]O)[CH2:63][CH2:62]1)(=[O:60])=[O:59]. The catalyst is CN(C=O)C.C(Cl)Cl. The product is [F:13][C:14]1[C:22]([O:23][C:24]2[C:33]3[C:28](=[CH:29][C:30]([O:36][CH2:69][CH2:68][CH2:67][N:64]4[CH2:65][CH2:66][N:61]([S:58]([CH3:57])(=[O:60])=[O:59])[CH2:62][CH2:63]4)=[C:31]([O:34][CH3:35])[CH:32]=3)[N:27]=[N:26][CH:25]=2)=[CH:21][CH:20]=[C:19]2[C:15]=1[CH:16]=[C:17]([CH3:37])[NH:18]2. The yield is 0.280.